From a dataset of Catalyst prediction with 721,799 reactions and 888 catalyst types from USPTO. Predict which catalyst facilitates the given reaction. (1) Reactant: [Cl:1][C:2]1[C:3]([O:32][CH3:33])=[C:4](/[C:17](/[CH2:30][CH3:31])=[C:18](/[F:29])\[CH:19]=[CH:20]\[C:21](\[CH3:28])=[CH:22]\[C:23]([O:25]CC)=[O:24])[CH:5]=[C:6]2[C:11]=1[O:10][C:9]([CH3:13])([CH3:12])[CH:8]=[C:7]2[CH:14]([CH3:16])[CH3:15].[OH-].[Na+]. Product: [Cl:1][C:2]1[C:3]([O:32][CH3:33])=[C:4](/[C:17](/[CH2:30][CH3:31])=[C:18](/[F:29])\[CH:19]=[CH:20]\[C:21](\[CH3:28])=[CH:22]\[C:23]([OH:25])=[O:24])[CH:5]=[C:6]2[C:11]=1[O:10][C:9]([CH3:13])([CH3:12])[CH:8]=[C:7]2[CH:14]([CH3:16])[CH3:15]. The catalyst class is: 353. (2) The catalyst class is: 3. Reactant: F[C:2](F)(F)[C:3]([OH:5])=O.COC1C=CC([CH2:14][N:15]2[CH:19]=[C:18]([C:20]3[CH:21]=[C:22]4[N:27]([C:28]5[CH:29]=[C:30]([CH:32]=[CH:33][C:34]=5[CH3:35])[NH2:31])[CH:26]=[CH:25][N:23]4[N:24]=3)[CH:17]=[N:16]2)=CC=1.F[C:39](F)(F)C(O)=O.[C:45]([C:49]1[CH:50]=[C:51]([CH:55]=[C:56]([N:58]2[CH2:63][CH2:62][N:61]([CH3:64])[CH2:60][CH2:59]2)[CH:57]=1)[C:52](O)=[O:53])([CH3:48])([CH3:47])[CH3:46].CN(C(ON1N=N[C:75]2[CH:76]=[CH:77]C=N[C:74]1=2)=[N+](C)C)C.F[P-](F)(F)(F)(F)F.CN1CCOCC1.[OH-].[Na+]. Product: [C:45]([C:49]1[CH:50]=[C:51]([CH:55]=[C:56]([N:58]2[CH2:63][CH2:62][N:61]([CH3:64])[CH2:60][CH2:59]2)[CH:57]=1)[C:52]([NH:31][C:30]1[CH:32]=[CH:33][C:34]([CH3:35])=[C:28]([N:27]2[C:22]3[N:23]([N:24]=[C:20]([C:18]4[CH:17]=[N:16][N:15]([CH2:14][C:75]5[CH:74]=[CH:2][C:3]([O:5][CH3:39])=[CH:77][CH:76]=5)[CH:19]=4)[CH:21]=3)[CH:25]=[CH:26]2)[CH:29]=1)=[O:53])([CH3:48])([CH3:47])[CH3:46]. (3) Reactant: [Cl:1][C:2]1[N:3]=[N:4][C:5](Cl)=[CH:6][CH:7]=1.[NH:9]1[CH2:14][CH2:13][CH:12]([C:15]([O:17][CH2:18][CH3:19])=[O:16])[CH2:11][CH2:10]1.C(N(CC)CC)C.C(OCC)(=O)C. Product: [Cl:1][C:2]1[N:3]=[N:4][C:5]([N:9]2[CH2:14][CH2:13][CH:12]([C:15]([O:17][CH2:18][CH3:19])=[O:16])[CH2:11][CH2:10]2)=[CH:6][CH:7]=1. The catalyst class is: 3. (4) Reactant: [Cl:1][C:2]1[N:6]([CH2:7][C:8]([OH:10])=O)[N:5]=[C:4]([C:11]([F:14])([F:13])[F:12])[CH:3]=1.C(Cl)(=O)C(Cl)=O.Cl.[CH3:22][N:23]([C@H:37]1[C:46]2[C:41](=[CH:42][CH:43]=[CH:44][CH:45]=2)[CH2:40][CH2:39][CH2:38]1)[C:24]([C:26]1[N:27]=[C:28]([CH:31]2[CH2:36][CH2:35][NH:34][CH2:33][CH2:32]2)[S:29][CH:30]=1)=[O:25].C(N(CC)CC)C.C(=O)([O-])[O-].[K+].[K+]. Product: [Cl:1][C:2]1[N:6]([CH2:7][C:8]([N:34]2[CH2:35][CH2:36][CH:31]([C:28]3[S:29][CH:30]=[C:26]([C:24]([N:23]([CH3:22])[C@H:37]4[C:46]5[C:41](=[CH:42][CH:43]=[CH:44][CH:45]=5)[CH2:40][CH2:39][CH2:38]4)=[O:25])[N:27]=3)[CH2:32][CH2:33]2)=[O:10])[N:5]=[C:4]([C:11]([F:14])([F:13])[F:12])[CH:3]=1. The catalyst class is: 120.